This data is from Full USPTO retrosynthesis dataset with 1.9M reactions from patents (1976-2016). The task is: Predict the reactants needed to synthesize the given product. Given the product [CH2:57]([O:56][C:54](=[O:55])[NH:1][C:2]1[CH:7]=[CH:6][CH:5]=[C:4]([CH:8]([OH:22])[C:9]2[C:14](=[O:15])[CH:13]=[CH:12][N:11]([C:16]3[CH:17]=[CH:18][CH:19]=[CH:20][CH:21]=3)[N:10]=2)[CH:3]=1)[CH3:58].[O:34]=[C:33]1[CH:32]=[CH:31][N:30]([C:35]2[CH:40]=[CH:39][CH:38]=[CH:37][CH:36]=2)[N:29]=[C:28]1[CH2:27][C:26]1[CH:25]=[C:24]([NH:23][C:54](=[O:55])[O:56][CH2:57][CH3:58])[CH:43]=[CH:42][CH:41]=1, predict the reactants needed to synthesize it. The reactants are: [NH2:1][C:2]1[CH:3]=[C:4]([CH:8]([OH:22])[C:9]2[C:14](=[O:15])[CH:13]=[CH:12][N:11]([C:16]3[CH:21]=[CH:20][CH:19]=[CH:18][CH:17]=3)[N:10]=2)[CH:5]=[CH:6][CH:7]=1.[NH2:23][C:24]1[CH:25]=[C:26]([CH:41]=[CH:42][CH:43]=1)[CH2:27][C:28]1[C:33](=[O:34])[CH:32]=[CH:31][N:30]([C:35]2[CH:40]=[CH:39][CH:38]=[CH:37][CH:36]=2)[N:29]=1.CCN(C(C)C)C(C)C.Cl[C:54]([O:56][CH2:57][CH3:58])=[O:55].